Dataset: Reaction yield outcomes from USPTO patents with 853,638 reactions. Task: Predict the reaction yield, written as a fraction of the theoretical maximum amount of product (1.0 means a 100% yield; for example, 0.34 means a 34% yield). (1) The reactants are [NH2:1][C:2]1[N:7]=[C:6](Cl)[C:5]([CH2:9][CH:10]=O)=[C:4]([Cl:12])[N:3]=1.[C:13]([NH2:17])([CH3:16])([CH3:15])[CH3:14].C(N(CC)CC)C. The catalyst is C(O)CCC. The product is [C:13]([N:17]1[C:6]2[N:7]=[C:2]([NH2:1])[N:3]=[C:4]([Cl:12])[C:5]=2[CH:9]=[CH:10]1)([CH3:16])([CH3:15])[CH3:14]. The yield is 0.620. (2) The reactants are [CH3:1][O:2][C:3](=[O:28])[NH:4][C@@H:5]1[C@@H:9]([N:10]2C(=O)C3C(=CC=CC=3)C2=O)[CH2:8][N:7]([CH2:21][C:22]2[CH:27]=[CH:26][CH:25]=[CH:24][CH:23]=2)[CH2:6]1.NN. The catalyst is C(O)C. The product is [CH3:1][O:2][C:3](=[O:28])[NH:4][C@@H:5]1[C@@H:9]([NH2:10])[CH2:8][N:7]([CH2:21][C:22]2[CH:27]=[CH:26][CH:25]=[CH:24][CH:23]=2)[CH2:6]1. The yield is 0.930. (3) The reactants are [Br-].[CH:2]1([CH2:5][P+](C2C=CC=CC=2)(C2C=CC=CC=2)C2C=CC=CC=2)[CH2:4][CH2:3]1.C([Li])CCC.Cl[C:31]1[C:32]2[N:33]([CH:37]=[C:38]([C:40]3[CH:45]=[CH:44][C:43]([F:46])=[CH:42][C:41]=3[F:47])[N:39]=2)[CH:34]=[CH:35][N:36]=1.C([O-])([O-])=O.[Na+].[Na+]. The catalyst is COCCOC.O. The product is [CH:2]1([CH2:5][C:31]2[C:32]3[N:33]([CH:37]=[C:38]([C:40]4[CH:45]=[CH:44][C:43]([F:46])=[CH:42][C:41]=4[F:47])[N:39]=3)[CH:34]=[CH:35][N:36]=2)[CH2:4][CH2:3]1. The yield is 0.220. (4) The reactants are [F:1][C:2]([F:41])([F:40])[C@H:3]([N:27]1[CH2:31][CH2:30][C@H:29]([NH:32]C(=O)OC(C)(C)C)[CH2:28]1)[C:4]1[CH:5]=[CH:6][C:7]2[N:8]([C:10]([C:13]3[CH:22]=[CH:21][C:20]4[C:15](=[C:16]([O:23][CH2:24][CH2:25][OH:26])[CH:17]=[CH:18][CH:19]=4)[N:14]=3)=[N:11][N:12]=2)[CH:9]=1.[ClH:42]. The catalyst is ClCCl. The product is [ClH:42].[ClH:42].[NH2:32][C@H:29]1[CH2:30][CH2:31][N:27]([C@H:3]([C:4]2[CH:5]=[CH:6][C:7]3[N:8]([C:10]([C:13]4[CH:22]=[CH:21][C:20]5[C:15](=[C:16]([O:23][CH2:24][CH2:25][OH:26])[CH:17]=[CH:18][CH:19]=5)[N:14]=4)=[N:11][N:12]=3)[CH:9]=2)[C:2]([F:40])([F:41])[F:1])[CH2:28]1. The yield is 0.990. (5) The reactants are [NH2:1][C:2]1[CH:7]=[CH:6][CH:5]=[CH:4][CH:3]=1.[C:8]1(=O)[CH2:13][CH2:12][CH2:11][CH2:10][CH2:9]1.[OH-].[Na+].P(=O)(O)(O)O.S(=O)(=O)(O)O. The catalyst is C(O)C.Cl.O.C(OCC)(=O)C. The product is [C:8]1([C:5]2[CH:6]=[CH:7][C:2]([NH2:1])=[CH:3][CH:4]=2)[CH2:13][CH2:12][CH2:11][CH2:10][CH:9]=1. The yield is 0.490. (6) The reactants are [C:1]1([CH:13]2[CH2:17][CH2:16][C@H:15]([NH2:18])[CH2:14]2)[C:5]2=[C:6]3[CH:12]=[CH:11][NH:10][C:7]3=[N:8][CH:9]=[C:4]2[NH:3][N:2]=1.Cl[C:20]1[CH:27]=[CH:26][C:23]([C:24]#[N:25])=[CH:22][N:21]=1.CCN(C(C)C)C(C)C. The catalyst is CCO. The product is [C:1]1([C@H:13]2[CH2:17][CH2:16][C@H:15]([NH:18][C:20]3[CH:27]=[CH:26][C:23]([C:24]#[N:25])=[CH:22][N:21]=3)[CH2:14]2)[C:5]2=[C:6]3[CH:12]=[CH:11][NH:10][C:7]3=[N:8][CH:9]=[C:4]2[NH:3][N:2]=1. The yield is 0.0500. (7) The reactants are [CH:1]([C:3]1[N:8]=[N:7][C:6]2[O:9][CH:10]([CH2:13][OH:14])[CH2:11][O:12][C:5]=2[CH:4]=1)=C.I([O-])(=O)(=O)=[O:16].[Na+]. The catalyst is O1CCOCC1.O.[Os](=O)(=O)(=O)=O. The product is [OH:14][CH2:13][CH:10]1[O:9][C:6]2[N:7]=[N:8][C:3]([CH:1]=[O:16])=[CH:4][C:5]=2[O:12][CH2:11]1. The yield is 0.200. (8) The reactants are C(N(CC)CC)C.Cl[C:9]1[N:14]=[C:13]([C:15]([O:17][CH2:18][CH3:19])=[O:16])[CH:12]=[C:11](Cl)[N:10]=1. The catalyst is O1CCCC1.[C].[Pd]. The product is [N:10]1[CH:11]=[CH:12][C:13]([C:15]([O:17][CH2:18][CH3:19])=[O:16])=[N:14][CH:9]=1. The yield is 0.870. (9) The reactants are [CH3:1][S:2][CH2:3][CH2:4][CH2:5][O:6][C:7]1[C:16]2[C:15]([NH2:17])=[N:14][S:13](=[O:19])(=[O:18])[NH:12][C:11]=2[CH:10]=[CH:9][CH:8]=1.C1C=C(Cl)C=C(C(OO)=[O:28])C=1. No catalyst specified. The product is [CH3:1][S:2]([CH2:3][CH2:4][CH2:5][O:6][C:7]1[C:16]2[C:15]([NH2:17])=[N:14][S:13](=[O:18])(=[O:19])[NH:12][C:11]=2[CH:10]=[CH:9][CH:8]=1)=[O:28]. The yield is 0.900. (10) The reactants are [CH2:1]([N:3]([CH2:26][CH3:27])[C:4](=[O:25])[C:5]1[CH:10]=[CH:9][C:8]([CH2:11][N:12]2[C:20]3[CH2:19][CH2:18][NH:17][CH2:16][C:15]=3[C:14]([C:21]([F:24])([F:23])[F:22])=[N:13]2)=[CH:7][CH:6]=1)[CH3:2].[CH2:28]=O. The catalyst is C(O)=O. The product is [CH2:26]([N:3]([CH2:1][CH3:2])[C:4](=[O:25])[C:5]1[CH:10]=[CH:9][C:8]([CH2:11][N:12]2[C:20]3[CH2:19][CH2:18][N:17]([CH3:28])[CH2:16][C:15]=3[C:14]([C:21]([F:24])([F:23])[F:22])=[N:13]2)=[CH:7][CH:6]=1)[CH3:27]. The yield is 0.470.